Dataset: Catalyst prediction with 721,799 reactions and 888 catalyst types from USPTO. Task: Predict which catalyst facilitates the given reaction. (1) Reactant: [NH2:1][C:2]1[CH:7]=[CH:6][CH:5]=[CH:4][N:3]=1.Cl[C:9]([O:11][C:12]1[CH:17]=[CH:16][CH:15]=[CH:14][CH:13]=1)=[O:10].N1C=CC=CC=1. Product: [N:3]1[CH:4]=[CH:5][CH:6]=[CH:7][C:2]=1[NH:1][C:9](=[O:10])[O:11][C:12]1[CH:17]=[CH:16][CH:15]=[CH:14][CH:13]=1. The catalyst class is: 841. (2) Reactant: FC(F)(F)C(O)=O.[NH:8]1[CH2:13][CH2:12][CH:11]([C:14]([OH:16])=[O:15])[CH2:10][CH2:9]1.C(N(CC)CC)C.[CH3:24][C:25]([O:28][C:29]([NH:31][C:32](N1C=CC=N1)=[N:33][C:34]([O:36][C:37]([CH3:40])([CH3:39])[CH3:38])=[O:35])=[O:30])([CH3:27])[CH3:26]. The catalyst class is: 5. Product: [CH3:27][C:25]([O:28][C:29]([NH:31][C:32]([N:8]1[CH2:13][CH2:12][CH:11]([C:14]([OH:16])=[O:15])[CH2:10][CH2:9]1)=[N:33][C:34]([O:36][C:37]([CH3:40])([CH3:39])[CH3:38])=[O:35])=[O:30])([CH3:24])[CH3:26].